This data is from Forward reaction prediction with 1.9M reactions from USPTO patents (1976-2016). The task is: Predict the product of the given reaction. Given the reactants [Cl:1][C:2]1[CH:7]=[CH:6][C:5]([S:8]([N:11]2[C:20]3[C:15](=[CH:16][CH:17]=[CH:18][CH:19]=3)[CH2:14][CH2:13][CH2:12]2)(=[O:10])=[O:9])=[CH:4][C:3]=1[NH:21][C:22]1[C:27](C(O)=O)=[CH:26][N:25]=[CH:24][N:23]=1.C([N:33]([CH2:36]C)CC)C.C1(P(N=[N+]=[N-])(C2C=CC=CC=2)=[O:45])C=CC=CC=1.O, predict the reaction product. The product is: [Cl:1][C:2]1[CH:7]=[CH:6][C:5]([S:8]([N:11]2[C:20]3[C:15](=[CH:16][CH:17]=[CH:18][CH:19]=3)[CH2:14][CH2:13][CH2:12]2)(=[O:9])=[O:10])=[CH:4][C:3]=1[N:21]1[C:36](=[O:45])[NH:33][C:27]2[C:22]1=[N:23][CH:24]=[N:25][CH:26]=2.